Dataset: Forward reaction prediction with 1.9M reactions from USPTO patents (1976-2016). Task: Predict the product of the given reaction. Given the reactants S([O-])(O)=O.[Na+].[F:6][C:7]1[CH:14]=[CH:13][CH:12]=[C:11]([F:15])[C:8]=1[CH:9]=O.[C-:16]#[N:17].[Na+].[CH3:19][O:20][C:21]1[CH:28]=[CH:27][C:24]([CH2:25][NH2:26])=[CH:23][CH:22]=1, predict the reaction product. The product is: [F:6][C:7]1[CH:14]=[CH:13][CH:12]=[C:11]([F:15])[C:8]=1[CH:9]([NH:26][CH2:25][C:24]1[CH:27]=[CH:28][C:21]([O:20][CH3:19])=[CH:22][CH:23]=1)[C:16]#[N:17].